This data is from Forward reaction prediction with 1.9M reactions from USPTO patents (1976-2016). The task is: Predict the product of the given reaction. (1) Given the reactants [C:1]([C:9]1([OH:18])[CH2:14][CH2:13][CH2:12][CH2:11][CH:10]1[C:15]([OH:17])=[O:16])(=[O:8])[C:2]1[CH:7]=[CH:6][CH:5]=[CH:4][CH:3]=1.[CH3:19][CH:20]([CH3:24])[CH2:21][CH2:22]O.OS(O)(=O)=O.O, predict the reaction product. The product is: [CH3:19][CH:20]([CH3:24])[CH2:21][CH2:22][O:16][C:15]([CH:10]1[CH2:11][CH2:12][CH2:13][CH2:14][C:9]1([C:1](=[O:8])[C:2]1[CH:3]=[CH:4][CH:5]=[CH:6][CH:7]=1)[OH:18])=[O:17]. (2) Given the reactants F[C:2]1[CH:9]=[CH:8][C:5]([CH:6]=O)=[CH:4][C:3]=1[O:10][CH2:11][C:12]([F:15])([F:14])[F:13].[CH3:16][C:17]1[N:18]=[CH:19][NH:20][CH:21]=1.[C:22]([O-])([O-])=O.[K+].[K+].[N+](=C(P(=O)(OC)OC)C(=O)C)=[N-], predict the reaction product. The product is: [C:6]([C:5]1[CH:8]=[CH:9][C:2]([N:20]2[CH:21]=[C:17]([CH3:16])[N:18]=[CH:19]2)=[C:3]([O:10][CH2:11][C:12]([F:15])([F:14])[F:13])[CH:4]=1)#[CH:22]. (3) The product is: [Br:19][C:10]1[C:11]2[CH:12]=[N:13][CH:14]=[C:15]([Br:18])[C:16]=2[O:17][C:9]=1[C:7]1[O:8][CH2:2][C:3]([CH3:5])([CH3:4])[N:6]=1. Given the reactants O[CH2:2][C:3]([NH:6][C:7]([C:9]1[O:17][C:16]2[C:15]([Br:18])=[CH:14][N:13]=[CH:12][C:11]=2[C:10]=1[Br:19])=[O:8])([CH3:5])[CH3:4].S(Cl)(Cl)=O.[OH-].[Na+], predict the reaction product. (4) Given the reactants Cl[C:2]1[N:10]=[C:9]2[C:5]([N:6]=[C:7]([CH2:12][N:13]3[CH2:18][CH2:17][CH:16]([C:19]([OH:22])([CH3:21])[CH3:20])[CH2:15][CH2:14]3)[N:8]2[CH3:11])=[C:4]([N:23]2[CH2:28][CH2:27][O:26][CH2:25][CH2:24]2)[N:3]=1.[CH:29]([O:32][C:33]1[NH:37][C:36]2[CH:38]=[CH:39][CH:40]=[CH:41][C:35]=2[N:34]=1)([CH3:31])[CH3:30], predict the reaction product. The product is: [CH:29]([O:32][C:33]1[N:34]([C:2]2[N:10]=[C:9]3[C:5]([N:6]=[C:7]([CH2:12][N:13]4[CH2:18][CH2:17][CH:16]([C:19]([OH:22])([CH3:21])[CH3:20])[CH2:15][CH2:14]4)[N:8]3[CH3:11])=[C:4]([N:23]3[CH2:28][CH2:27][O:26][CH2:25][CH2:24]3)[N:3]=2)[C:35]2[CH:41]=[CH:40][CH:39]=[CH:38][C:36]=2[N:37]=1)([CH3:31])[CH3:30].